From a dataset of Peptide-MHC class II binding affinity with 134,281 pairs from IEDB. Regression. Given a peptide amino acid sequence and an MHC pseudo amino acid sequence, predict their binding affinity value. This is MHC class II binding data. (1) The peptide sequence is AFKVAATAANANPAN. The MHC is DRB1_0901 with pseudo-sequence DRB1_0901. The binding affinity (normalized) is 0.644. (2) The peptide sequence is GELQIVDKGDAAFKI. The MHC is DRB1_0701 with pseudo-sequence DRB1_0701. The binding affinity (normalized) is 0.527. (3) The peptide sequence is IVQNAYKQMIKSRTL. The MHC is DRB1_1101 with pseudo-sequence DRB1_1101. The binding affinity (normalized) is 0.872. (4) The peptide sequence is AVQVTFTVQKGSDPK. The MHC is HLA-DQA10501-DQB10301 with pseudo-sequence HLA-DQA10501-DQB10301. The binding affinity (normalized) is 0.339. (5) The peptide sequence is ATVATAPEVKYTVFE. The MHC is DRB1_0405 with pseudo-sequence DRB1_0405. The binding affinity (normalized) is 0.192. (6) The peptide sequence is FKSGRGCGSCFEIKC. The MHC is HLA-DPA10301-DPB10402 with pseudo-sequence HLA-DPA10301-DPB10402. The binding affinity (normalized) is 0. (7) The peptide sequence is AVWGKNSCAKNYNCK. The MHC is DRB1_1501 with pseudo-sequence DRB1_1501. The binding affinity (normalized) is 0.198.